From a dataset of Catalyst prediction with 721,799 reactions and 888 catalyst types from USPTO. Predict which catalyst facilitates the given reaction. (1) Reactant: [OH:1][CH2:2][C:3]([C:6]1[N:10]([CH3:11])[N:9]=[C:8]([N:12]2[C:20](=[O:21])[C:19]3[C:14](=[CH:15][CH:16]=[CH:17][CH:18]=3)[C:13]2=[O:22])[CH:7]=1)([CH3:5])[CH3:4].C(N(CC)CC)C.[CH3:30][S:31](Cl)(=[O:33])=[O:32].O. Product: [CH3:30][S:31]([O:1][CH2:2][C:3]([C:6]1[N:10]([CH3:11])[N:9]=[C:8]([N:12]2[C:13](=[O:22])[C:14]3[C:19](=[CH:18][CH:17]=[CH:16][CH:15]=3)[C:20]2=[O:21])[CH:7]=1)([CH3:5])[CH3:4])(=[O:33])=[O:32]. The catalyst class is: 7. (2) Reactant: Br[C:2]1[CH:3]=[C:4]2[C:9](=[CH:10][CH:11]=1)[C:8](=[O:12])[N:7]([CH2:13][CH2:14][N:15]1[CH2:19][CH2:18][CH2:17][CH2:16]1)[CH2:6][CH2:5]2.[F:20][C:21]1[CH:26]=[C:25]([C:27]([O:29][CH3:30])=[O:28])[CH:24]=[CH:23][C:22]=1B(O)O. Product: [F:20][C:21]1[CH:26]=[C:25]([CH:24]=[CH:23][C:22]=1[C:2]1[CH:3]=[C:4]2[C:9](=[CH:10][CH:11]=1)[C:8](=[O:12])[N:7]([CH2:13][CH2:14][N:15]1[CH2:19][CH2:18][CH2:17][CH2:16]1)[CH2:6][CH2:5]2)[C:27]([O:29][CH3:30])=[O:28]. The catalyst class is: 5. (3) Reactant: Br[C:2]1[CH:12]=[CH:11][C:5]([C:6]([O:8][CH2:9][CH3:10])=[O:7])=[CH:4][CH:3]=1.[C:13](P([C:13]([CH3:16])([CH3:15])[CH3:14])[C:13]([CH3:16])([CH3:15])[CH3:14])([CH3:16])([CH3:15])[CH3:14].C(=O)([O-])[O-:27].[Cs+].[Cs+].[BH4-].[Na+].[Cl-].[NH4+]. Product: [OH:27][CH2:14][C:13]([C:2]1[CH:12]=[CH:11][C:5]([C:6]([O:8][CH2:9][CH3:10])=[O:7])=[CH:4][CH:3]=1)([CH3:16])[CH3:15]. The catalyst class is: 160. (4) Reactant: Br[C:2]1[N:7]=[C:6]([CH2:8][N:9]2[CH2:14][CH2:13][O:12][CH2:11][CH2:10]2)[CH:5]=[CH:4][CH:3]=1.[NH2:15][C:16]1[S:17][C:18]([C:24]#[C:25][Si:26]([C:29]([CH3:32])([CH3:31])[CH3:30])([CH3:28])[CH3:27])=[CH:19][C:20]=1[C:21]([NH2:23])=[O:22].CC(C1C=C(C(C)C)C(C2C=CC=CC=2P(C2CCCCC2)C2CCCCC2)=C(C(C)C)C=1)C.C([O-])([O-])=O.[K+].[K+]. Product: [Si:26]([C:25]#[C:24][C:18]1[S:17][C:16]([NH:15][C:2]2[CH:3]=[CH:4][CH:5]=[C:6]([CH2:8][N:9]3[CH2:14][CH2:13][O:12][CH2:11][CH2:10]3)[N:7]=2)=[C:20]([C:21]([NH2:23])=[O:22])[CH:19]=1)([C:29]([CH3:31])([CH3:32])[CH3:30])([CH3:28])[CH3:27]. The catalyst class is: 110. (5) Reactant: [N+:1]([C:4]1[CH:9]=[CH:8][C:7]([N:10]2[CH:14]=[C:13]([C:15]([O:17][CH2:18][CH3:19])=[O:16])[N:12]=[CH:11]2)=[CH:6][CH:5]=1)([O-])=O.C([O-])=O.[NH4+]. Product: [NH2:1][C:4]1[CH:5]=[CH:6][C:7]([N:10]2[CH:14]=[C:13]([C:15]([O:17][CH2:18][CH3:19])=[O:16])[N:12]=[CH:11]2)=[CH:8][CH:9]=1. The catalyst class is: 29. (6) Reactant: ClC1C=C(C=CC=1)C(OO)=[O:6].[CH2:12]([O:19][C:20]1[CH:29]=[CH:28][C:27]2[N:26]=[CH:25][C:24]3[N:30]=[C:31]([CH2:37][O:38][CH3:39])[N:32]([CH2:33][CH:34]([CH3:36])[CH3:35])[C:23]=3[C:22]=2[CH:21]=1)[C:13]1[CH:18]=[CH:17][CH:16]=[CH:15][CH:14]=1.C(=O)([O-])[O-].[Na+].[Na+]. Product: [CH2:12]([O:19][C:20]1[CH:29]=[CH:28][C:27]2[N+:26]([O-:6])=[CH:25][C:24]3[N:30]=[C:31]([CH2:37][O:38][CH3:39])[N:32]([CH2:33][CH:34]([CH3:36])[CH3:35])[C:23]=3[C:22]=2[CH:21]=1)[C:13]1[CH:18]=[CH:17][CH:16]=[CH:15][CH:14]=1. The catalyst class is: 4. (7) Reactant: Br[C:2]1[CH:3]=[N:4][C:5]([N:8]2[CH2:13][CH2:12][O:11][C@H:10]([CH2:14][N:15]3[C:19]4=[N:20][C:21]([C:24]5[CH:25]=[N:26][N:27]([CH3:29])[CH:28]=5)=[CH:22][N:23]=[C:18]4[N:17]=[N:16]3)[CH2:9]2)=[N:6][CH:7]=1.CC1(C)C(C)(C)OB([C:38]2[CH:53]=[CH:52][C:41]([CH2:42][N:43]3[CH2:48][CH2:47][N:46]([C:49](=[O:51])[CH3:50])[CH2:45][CH2:44]3)=[CH:40][CH:39]=2)O1.C([O-])([O-])=O.[K+].[K+]. Product: [CH3:29][N:27]1[CH:28]=[C:24]([C:21]2[N:20]=[C:19]3[N:15]([CH2:14][C@@H:10]4[CH2:9][N:8]([C:5]5[N:4]=[CH:3][C:2]([C:38]6[CH:53]=[CH:52][C:41]([CH2:42][N:43]7[CH2:48][CH2:47][N:46]([C:49](=[O:51])[CH3:50])[CH2:45][CH2:44]7)=[CH:40][CH:39]=6)=[CH:7][N:6]=5)[CH2:13][CH2:12][O:11]4)[N:16]=[N:17][C:18]3=[N:23][CH:22]=2)[CH:25]=[N:26]1. The catalyst class is: 117. (8) Reactant: [C:1]([C:4]1[CH:8]=[C:7]([C:9]([OH:11])=O)[NH:6][N:5]=1)(=[O:3])[CH3:2].CCN(C(C)C)C(C)C.C1C=C2N=NN(O)C2=CC=1.O.CCN=C=NCCCN(C)C.[NH2:43][CH2:44][CH2:45][C:46]1[O:50][N:49]=[C:48]([C:51]2[CH:58]=[CH:57][C:54]([C:55]#[N:56])=[C:53]([Cl:59])[C:52]=2[CH3:60])[CH:47]=1. Product: [C:1]([C:4]1[CH:8]=[C:7]([C:9]([NH:43][CH2:44][CH2:45][C:46]2[O:50][N:49]=[C:48]([C:51]3[CH:58]=[CH:57][C:54]([C:55]#[N:56])=[C:53]([Cl:59])[C:52]=3[CH3:60])[CH:47]=2)=[O:11])[NH:6][N:5]=1)(=[O:3])[CH3:2]. The catalyst class is: 2.